Dataset: Reaction yield outcomes from USPTO patents with 853,638 reactions. Task: Predict the reaction yield, written as a fraction of the theoretical maximum amount of product (1.0 means a 100% yield; for example, 0.34 means a 34% yield). (1) The reactants are [C:1]([NH:5][C:6]1[C:15]2[CH:14]=[CH:13][CH:12]=[C:11]([C:16]([NH:18][C:19]3[CH:24]=[C:23]([NH:25][C:26]([NH:28][C:29]4[CH:34]=[CH:33][C:32](Cl)=[C:31]([C:36]([F:39])([F:38])[F:37])[CH:30]=4)=[O:27])[CH:22]=[CH:21][C:20]=3[CH3:40])=[O:17])[C:10]=2[CH:9]=[CH:8][N:7]=1)([CH3:4])([CH3:3])[CH3:2].[F:41]C1C=CC(C(F)(F)F)=CC=1N=C=O. The yield is 0.420. The product is [C:1]([NH:5][C:6]1[C:15]2[CH:14]=[CH:13][CH:12]=[C:11]([C:16]([NH:18][C:19]3[CH:24]=[C:23]([NH:25][C:26]([NH:28][C:29]4[CH:30]=[C:31]([C:36]([F:39])([F:38])[F:37])[CH:32]=[CH:33][C:34]=4[F:41])=[O:27])[CH:22]=[CH:21][C:20]=3[CH3:40])=[O:17])[C:10]=2[CH:9]=[CH:8][N:7]=1)([CH3:4])([CH3:3])[CH3:2]. No catalyst specified. (2) The reactants are [N:1]1([C:7](=[O:9])[CH3:8])[CH2:6][CH2:5][NH:4][CH2:3][CH2:2]1.[C:10](=O)([O:19]N1C(=O)CCC1=O)[O:11][N:12]1[C:16](=[O:17])[CH2:15][CH2:14][C:13]1=[O:18].C(N(CC)CC)C. The catalyst is CC#N. The product is [C:7]([N:1]1[CH2:6][CH2:5][N:4]([C:10]([O:11][N:12]2[C:16](=[O:17])[CH2:15][CH2:14][C:13]2=[O:18])=[O:19])[CH2:3][CH2:2]1)(=[O:9])[CH3:8]. The yield is 0.330. (3) The reactants are [OH:1][C@H:2]1[C@H:7]([CH2:8][OH:9])[CH2:6][CH2:5][NH:4][CH2:3]1.[C:10](O[C:10]([O:12][C:13]([CH3:16])([CH3:15])[CH3:14])=[O:11])([O:12][C:13]([CH3:16])([CH3:15])[CH3:14])=[O:11]. The catalyst is C(Cl)Cl. The product is [OH:1][C@H:2]1[C@H:7]([CH2:8][OH:9])[CH2:6][CH2:5][N:4]([C:10]([O:12][C:13]([CH3:16])([CH3:15])[CH3:14])=[O:11])[CH2:3]1. The yield is 0.688. (4) The reactants are [F:1][C:2]1[CH:3]=[C:4]([N:8]=[C:9](SC)[NH:10][C:11]2[CH:16]=[CH:15][C:14]([CH:17]([N:21]3[CH:25]=[CH:24][N:23]=[CH:22]3)[CH:18]([CH3:20])[CH3:19])=[CH:13][CH:12]=2)[CH:5]=[CH:6][CH:7]=1.[NH3:28].CO. No catalyst specified. The product is [F:1][C:2]1[CH:3]=[C:4]([NH:8][C:9](=[NH:28])[NH:10][C:11]2[CH:16]=[CH:15][C:14]([CH:17]([N:21]3[CH:25]=[CH:24][N:23]=[CH:22]3)[CH:18]([CH3:20])[CH3:19])=[CH:13][CH:12]=2)[CH:5]=[CH:6][CH:7]=1. The yield is 0.460. (5) The reactants are O.[CH3:2][O:3][C:4]1[C:9](B(O)O)=[CH:8][CH:7]=[CH:6][N:5]=1.Br[C:14]1[CH:15]=[C:16]([CH:18]=[CH:19][CH:20]=1)[NH2:17].C([O-])([O-])=O.[Na+].[Na+]. The catalyst is COCCOC.C1C=CC([P]([Pd]([P](C2C=CC=CC=2)(C2C=CC=CC=2)C2C=CC=CC=2)([P](C2C=CC=CC=2)(C2C=CC=CC=2)C2C=CC=CC=2)[P](C2C=CC=CC=2)(C2C=CC=CC=2)C2C=CC=CC=2)(C2C=CC=CC=2)C2C=CC=CC=2)=CC=1. The product is [CH3:2][O:3][C:4]1[C:9]([C:14]2[CH:15]=[C:16]([NH2:17])[CH:18]=[CH:19][CH:20]=2)=[CH:8][CH:7]=[CH:6][N:5]=1. The yield is 0.800. (6) The catalyst is C1C=CC([P]([Pd]([P](C2C=CC=CC=2)(C2C=CC=CC=2)C2C=CC=CC=2)([P](C2C=CC=CC=2)(C2C=CC=CC=2)C2C=CC=CC=2)[P](C2C=CC=CC=2)(C2C=CC=CC=2)C2C=CC=CC=2)(C2C=CC=CC=2)C2C=CC=CC=2)=CC=1. The yield is 0.820. The product is [N:18]1[CH:23]=[CH:22][C:21]([C:2]2[CH:17]=[CH:16][C:5]([CH2:6][N:7]3[CH:12]=[CH:11][CH:10]=[C:9]([O:13][CH3:14])[C:8]3=[O:15])=[CH:4][CH:3]=2)=[CH:20][CH:19]=1. The reactants are Br[C:2]1[CH:17]=[CH:16][C:5]([CH2:6][N:7]2[CH:12]=[CH:11][CH:10]=[C:9]([O:13][CH3:14])[C:8]2=[O:15])=[CH:4][CH:3]=1.[N:18]1[CH:23]=[CH:22][C:21](B(O)O)=[CH:20][CH:19]=1.C([O-])([O-])=O.[K+].[K+]. (7) The reactants are [CH:1]1([S:4]([C:7]2[CH:12]=[CH:11][C:10]([NH:13][C:14]([O:16][CH3:17])=[O:15])=[CH:9][C:8]=2[C@H:18]2[CH2:22][CH2:21][CH2:20][N:19]2C(OC(C)(C)C)=O)(=[O:6])=[O:5])[CH2:3][CH2:2]1.[ClH:30].O1CCOCC1. The catalyst is CCOC(C)=O. The product is [ClH:30].[CH:1]1([S:4]([C:7]2[CH:12]=[CH:11][C:10]([NH:13][C:14](=[O:15])[O:16][CH3:17])=[CH:9][C:8]=2[C@H:18]2[CH2:22][CH2:21][CH2:20][NH:19]2)(=[O:6])=[O:5])[CH2:2][CH2:3]1. The yield is 0.950.